Dataset: Full USPTO retrosynthesis dataset with 1.9M reactions from patents (1976-2016). Task: Predict the reactants needed to synthesize the given product. (1) Given the product [CH2:26]([NH:3][C:4]1[C:8]([C:9]#[N:10])=[C:7]([NH:11][C:12]2[CH:13]=[CH:14][CH:15]=[CH:16][CH:17]=2)[S:6][N:5]=1)[C:27]1[CH:32]=[CH:31][CH:30]=[CH:29][CH:28]=1, predict the reactants needed to synthesize it. The reactants are: [BH4-].[Na+].[NH2:3][C:4]1[C:8]([C:9]#[N:10])=[C:7]([NH:11][C:12]2[CH:17]=[CH:16][CH:15]=[CH:14][CH:13]=2)[S:6][N:5]=1.O.O.O.C([O-])(=O)C.[Na+].[CH:26](=O)[C:27]1[CH:32]=[CH:31][CH:30]=[CH:29][CH:28]=1. (2) Given the product [CH3:3][N:2]([CH2:4][C:5]1[CH:6]=[C:7]([C:11]2[CH:16]=[CH:15][C:14]([CH2:17][NH2:18])=[CH:13][C:12]=2[O:19][CH2:20][O:21][CH3:22])[CH:8]=[CH:9][CH:10]=1)[CH3:1], predict the reactants needed to synthesize it. The reactants are: [CH3:1][N:2]([CH2:4][C:5]1[CH:6]=[C:7]([C:11]2[CH:16]=[CH:15][C:14]([C:17]#[N:18])=[CH:13][C:12]=2[O:19][CH2:20][O:21][CH3:22])[CH:8]=[CH:9][CH:10]=1)[CH3:3].[H-].[H-].[H-].[H-].[Li+].[Al+3]. (3) Given the product [NH2:19][C@@H:15]1[CH2:16][CH2:17][CH2:18][N:13]([C:6]2[N:5]([CH2:4][C:3]3[CH:27]=[C:28]([F:31])[CH:29]=[CH:30][C:2]=3[Cl:1])[C:10](=[O:11])[C:9]([CH3:12])=[N:8][N:7]=2)[CH2:14]1, predict the reactants needed to synthesize it. The reactants are: [Cl:1][C:2]1[CH:30]=[CH:29][C:28]([F:31])=[CH:27][C:3]=1[CH2:4][N:5]1[C:10](=[O:11])[C:9]([CH3:12])=[N:8][N:7]=[C:6]1[N:13]1[CH2:18][CH2:17][CH2:16][C@@H:15]([NH:19]C(=O)OC(C)(C)C)[CH2:14]1.C(O)(C(F)(F)F)=O.C([O-])(O)=O.[Na+].